From a dataset of Forward reaction prediction with 1.9M reactions from USPTO patents (1976-2016). Predict the product of the given reaction. (1) Given the reactants [O:1]=[C:2]1[N:11]([C:12]2[CH:17]=[CH:16][C:15]([NH:18][C:19]([NH:21][S:22]([C:25]3[S:26][C:27]([N+:30]([O-])=O)=[CH:28][CH:29]=3)(=[O:24])=[O:23])=[O:20])=[CH:14][CH:13]=2)[C:10](=[O:33])[C:9]2[C:4](=[CH:5][CH:6]=[CH:7][CH:8]=2)[NH:3]1.C(N(CC)CC)C, predict the reaction product. The product is: [NH2:30][C:27]1[S:26][C:25]([S:22]([NH:21][C:19]([NH:18][C:15]2[CH:16]=[CH:17][C:12]([N:11]3[C:10](=[O:33])[C:9]4[C:4](=[CH:5][CH:6]=[CH:7][CH:8]=4)[NH:3][C:2]3=[O:1])=[CH:13][CH:14]=2)=[O:20])(=[O:23])=[O:24])=[CH:29][CH:28]=1. (2) Given the reactants C([O:8][C:9]1[CH:18]=[C:17]2[C:12]([C:13]([O:19][C:20]3[CH:25]=[CH:24][C:23]([N+:26]([O-:28])=[O:27])=[CH:22][CH:21]=3)=[CH:14][CH:15]=[N:16]2)=[CH:11][CH:10]=1)C1C=CC=CC=1.Cl, predict the reaction product. The product is: [N+:26]([C:23]1[CH:24]=[CH:25][C:20]([O:19][C:13]2[C:12]3[C:17](=[CH:18][C:9]([OH:8])=[CH:10][CH:11]=3)[N:16]=[CH:15][CH:14]=2)=[CH:21][CH:22]=1)([O-:28])=[O:27]. (3) Given the reactants [OH:1][C@@H:2]1[C:10]2[C:5](=[CH:6][CH:7]=[CH:8][CH:9]=2)[CH2:4][C@H:3]1[N:11]1[C:15](=[O:16])[C:14]2=[CH:17][CH:18]=[CH:19][CH:20]=[C:13]2[C:12]1=[O:21].[H-].[Na+].[CH3:24]I.O, predict the reaction product. The product is: [CH3:24][O:1][C@@H:2]1[C:10]2[C:5](=[CH:6][CH:7]=[CH:8][CH:9]=2)[CH2:4][C@H:3]1[N:11]1[C:12](=[O:21])[C:13]2=[CH:20][CH:19]=[CH:18][CH:17]=[C:14]2[C:15]1=[O:16]. (4) Given the reactants [CH2:1]([N:8]1[CH2:13][CH2:12][NH:11][CH:10]([CH2:14][OH:15])[CH2:9]1)[C:2]1[CH:7]=[CH:6][CH:5]=[CH:4][CH:3]=1.C([O-])(=O)C.[Na+].[Cl:21][CH2:22][C:23](Cl)=[O:24], predict the reaction product. The product is: [CH2:1]([N:8]1[CH2:13][CH2:12][N:11]([C:23](=[O:24])[CH2:22][Cl:21])[CH:10]([CH2:14][OH:15])[CH2:9]1)[C:2]1[CH:3]=[CH:4][CH:5]=[CH:6][CH:7]=1. (5) The product is: [F:8][C:7]1[C:2]([NH:1][C:17]([NH:16][C:10]2[CH:15]=[CH:14][CH:13]=[CH:12][CH:11]=2)=[O:18])=[N:3][C:4]([OH:9])=[N:5][CH:6]=1. Given the reactants [NH2:1][C:2]1[C:7]([F:8])=[CH:6][N:5]=[C:4]([OH:9])[N:3]=1.[C:10]1([N:16]=[C:17]=[O:18])[CH:15]=[CH:14][CH:13]=[CH:12][CH:11]=1, predict the reaction product. (6) Given the reactants [C:1]([C:4]1[CH:5]=[CH:6][C:7]([CH3:11])=[C:8]([OH:10])[CH:9]=1)(=O)[CH3:2].Cl.[CH3:13][O:14][NH2:15].Cl.C(=O)([O-])O.[Na+], predict the reaction product. The product is: [CH3:13][O:14][N:15]=[C:1]([C:4]1[CH:9]=[C:8]([OH:10])[C:7]([CH3:11])=[CH:6][CH:5]=1)[CH3:2]. (7) Given the reactants [C:1]([C:5]1[N:6]=[C:7]([NH:10][C:11]([C:13]2[CH:35]=[CH:34][N:16]3[C:17](=[O:33])[C:18](/[CH:27]=[CH:28]/[C:29]([O:31]C)=[O:30])=[C:19]([N:21]4[CH2:26][CH2:25][O:24][CH2:23][CH2:22]4)[N:20]=[C:15]3[CH:14]=2)=[O:12])[S:8][CH:9]=1)([CH3:4])([CH3:3])[CH3:2].CO.[OH-].[Na+].Cl, predict the reaction product. The product is: [C:1]([C:5]1[N:6]=[C:7]([NH:10][C:11]([C:13]2[CH:35]=[CH:34][N:16]3[C:17](=[O:33])[C:18](/[CH:27]=[CH:28]/[C:29]([OH:31])=[O:30])=[C:19]([N:21]4[CH2:22][CH2:23][O:24][CH2:25][CH2:26]4)[N:20]=[C:15]3[CH:14]=2)=[O:12])[S:8][CH:9]=1)([CH3:4])([CH3:2])[CH3:3].